Dataset: Forward reaction prediction with 1.9M reactions from USPTO patents (1976-2016). Task: Predict the product of the given reaction. (1) The product is: [C:1]([C:5]1[CH:6]=[C:7]([NH:17][C:18]([NH:20][C@@H:21]2[C:30]3[C:25](=[CH:26][CH:27]=[CH:28][CH:29]=3)[C@H:24]([O:31][C:32]3[CH:33]=[CH:34][C:35]4[N:36]([C:38]([N:41]5[CH2:45][CH2:44][CH2:43][C@@H:42]5[CH2:46][OH:47])=[N:39][N:40]=4)[CH:37]=3)[CH2:23][CH2:22]2)=[O:19])[N:8]([C:10]2[CH:15]=[CH:14][C:13]([CH3:16])=[CH:12][CH:11]=2)[N:9]=1)([CH3:4])([CH3:2])[CH3:3]. Given the reactants [C:1]([C:5]1[CH:6]=[C:7]([NH:17][C:18]([NH:20][C@@H:21]2[C:30]3[C:25](=[CH:26][CH:27]=[CH:28][CH:29]=3)[C@H:24]([O:31][C:32]3[CH:33]=[CH:34][C:35]4[N:36]([C:38]([N:41]5[CH2:45][CH2:44][CH2:43][C@@H:42]5[CH2:46][O:47][Si](C(C)C)(C(C)C)C(C)C)=[N:39][N:40]=4)[CH:37]=3)[CH2:23][CH2:22]2)=[O:19])[N:8]([C:10]2[CH:15]=[CH:14][C:13]([CH3:16])=[CH:12][CH:11]=2)[N:9]=1)([CH3:4])([CH3:3])[CH3:2].CCCC[N+](CCCC)(CCCC)CCCC.[F-], predict the reaction product. (2) Given the reactants [F:1][C:2]([F:15])([F:14])[C@@:3]([OH:13])([C:7]1[CH:12]=[CH:11][CH:10]=[CH:9][CH:8]=1)[C:4]([OH:6])=O.[F:16][C:17]([F:27])([F:26])[C:18]1[CH:19]=[C:20]([CH2:24][NH2:25])[CH:21]=[N:22][CH:23]=1.C(N(C(C)C)CC)(C)C.C1C=NC2N(O)N=NC=2C=1.Cl.CNCCCN=C=NCC, predict the reaction product. The product is: [F:14][C:2]([F:1])([F:15])[C:3]([OH:13])([C:7]1[CH:12]=[CH:11][CH:10]=[CH:9][CH:8]=1)[C:4]([NH:25][CH2:24][C:20]1[CH:21]=[N:22][CH:23]=[C:18]([C:17]([F:27])([F:16])[F:26])[CH:19]=1)=[O:6].